Dataset: Experimentally validated miRNA-target interactions with 360,000+ pairs, plus equal number of negative samples. Task: Binary Classification. Given a miRNA mature sequence and a target amino acid sequence, predict their likelihood of interaction. (1) The miRNA is mmu-miR-470-5p with sequence UUCUUGGACUGGCACUGGUGAGU. The protein sequence of the target gene is MKDDFAEEEEVQSFGYKRFGIQEGTQCTKCKNNWALKFSIVLLYILCALLTITVAILGYKVVEKMDNVTDGMETSHQTYDNKLTAVESDLKKLGDQAGKKALSTNSELSTFRSDILDLRQQLQEITEKTSKNKDTLEKLQANGDSLVDRQSQLKETLQNNSFLITTVNKTLQAYNGYVTNLQQDTSVLQGNLQSQMYSQSVVIMNLNNLNLTQVQQRNLISNLQQSVDDTSLAIQRIKNDFQNLQQVFLQAKKDTDWLKEKVQSLQTLAANNSALAKANNDTLEDMNSQLSSFTGQMDNI.... Result: 1 (interaction). (2) The miRNA is hsa-miR-216a-5p with sequence UAAUCUCAGCUGGCAACUGUGA. The protein sequence of the target gene is MNGEYRGRGFGRGRFQSWKRGRGGGNFSGKWREREHRPDLSKTTGKRTSEQTPQFLLSTKTPQSMQSTLDRFIPYKGWKLYFSEVYSDSSPLIEKIQAFEKFFTRHIDLYDKDEIERKGSILVDFKELTEGGEVTNLIPDIATELRDAPEKTLACMGLAIHQVLTKDLERHAAELQAQEGLSNDGETMVNVPHIHARVYNYEPLTQLKNVRANYYGKYIALRGTVVRVSNIKPLCTKMAFLCAACGEIQSFPLPDGKYSLPTKCPVPVCRGRSFTALRSSPLTVTMDWQSIKIQELMSDD.... Result: 1 (interaction). (3) Result: 0 (no interaction). The protein sequence of the target gene is MDNKKKDKDKSDDRMARPSGRSGHSTRGTGSSSSGVLMVGPNFRVGKKIGCGNFGELRLGKNLYTNEYVAIKLEPMKSRAPQLHLEYRFYKQLGSGDGIPQVYYFGPCGKYNAMVLELLGPSLEDLFDLCDRTFSLKTVLMIAIQLISRMEYVHSKNLIYRDVKPENFLIGRPGNKAQQVIHIIDFGLAKEYIDPETKKHIPYREHKSLTGTARYMSINTHLGKEQSRRDDLEALGHMFMYFLRGSLPWQGLKADTLKERYQKIGDTKRATPIEVLCENFPEEMATYLRYVRRLDFFEKP.... The miRNA is hsa-miR-6818-3p with sequence UUGUCUCUUGUUCCUCACACAG. (4) The miRNA is rno-miR-22-5p with sequence AGUUCUUCAGUGGCAAGCUUUA. The protein sequence of the target gene is MQTAGALFISPALIRCCTRGLIRPVSASFLNSPVNSSKQPSYSNFPLQVARREFQTSVVSRDIDTAAKFIGAGAATVGVAGSGAGIGTVFGSLIIGYARNPSLKQQLFSYAILGFALSEAMGLFCLMVAFLILFAM. Result: 0 (no interaction).